Dataset: Catalyst prediction with 721,799 reactions and 888 catalyst types from USPTO. Task: Predict which catalyst facilitates the given reaction. (1) Reactant: [CH2:1]([O:8][C:9]([NH:11][C:12]1([C:42]2[NH:43][C:44](=[O:54])[C:45]([OH:53])=[C:46]([C:48]([O:50][CH2:51][CH3:52])=[O:49])[N:47]=2)[CH2:17][CH2:16][C:15]([CH2:30][O:31][S:32]([C:35]2[CH:41]=[CH:40][C:38]([CH3:39])=[CH:37][CH:36]=2)(=[O:34])=[O:33])([CH2:18][O:19][S:20]([C:23]2[CH:29]=[CH:28][C:26]([CH3:27])=[CH:25][CH:24]=2)(=[O:22])=[O:21])[CH2:14][CH2:13]1)=[O:10])[C:2]1[CH:7]=[CH:6][CH:5]=[CH:4][CH:3]=1.[C:55](O[C:55](=[O:62])[C:56]1[CH:61]=[CH:60][CH:59]=[CH:58][CH:57]=1)(=[O:62])[C:56]1[CH:61]=[CH:60][CH:59]=[CH:58][CH:57]=1. Product: [C:55]([O:53][C:45]1[C:44](=[O:54])[NH:43][C:42]([C:12]2([NH:11][C:9]([O:8][CH2:1][C:2]3[CH:3]=[CH:4][CH:5]=[CH:6][CH:7]=3)=[O:10])[CH2:17][CH2:16][C:15]([CH2:18][O:19][S:20]([C:23]3[CH:24]=[CH:25][C:26]([CH3:27])=[CH:28][CH:29]=3)(=[O:21])=[O:22])([CH2:30][O:31][S:32]([C:35]3[CH:36]=[CH:37][C:38]([CH3:39])=[CH:40][CH:41]=3)(=[O:33])=[O:34])[CH2:14][CH2:13]2)=[N:47][C:46]=1[C:48]([O:50][CH2:51][CH3:52])=[O:49])(=[O:62])[C:56]1[CH:61]=[CH:60][CH:59]=[CH:58][CH:57]=1. The catalyst class is: 17. (2) Reactant: Cl[C:2]1[N:7]=[C:6]([NH:8]C(C2CC2)(C)C)[CH:5]=[C:4]([C:15]2[CH:20]=[CH:19][CH:18]=[CH:17][CH:16]=2)[N:3]=1.[CH3:21][O:22][C:23]([C:25]1([C:29]2[CH:34]=[CH:33][C:32]([NH2:35])=[CH:31][CH:30]=2)[CH2:28][CH2:27][CH2:26]1)=[O:24]. Product: [CH3:21][O:22][C:23]([C:25]1([C:29]2[CH:30]=[CH:31][C:32]([NH:35][C:2]3[N:7]=[C:6]([NH2:8])[CH:5]=[C:4]([C:15]4[CH:16]=[CH:17][CH:18]=[CH:19][CH:20]=4)[N:3]=3)=[CH:33][CH:34]=2)[CH2:26][CH2:27][CH2:28]1)=[O:24]. The catalyst class is: 51. (3) Reactant: [Cl:1][C:2]1[CH:3]=[C:4]([F:25])[C:5]([O:23][CH3:24])=[C:6]([NH:8][N:9]=C(C2C=CC=CC=2)C2C=CC=CC=2)[CH:7]=1. Product: [ClH:1].[Cl:1][C:2]1[CH:3]=[C:4]([F:25])[C:5]([O:23][CH3:24])=[C:6]([NH:8][NH2:9])[CH:7]=1. The catalyst class is: 361. (4) Reactant: C1(P(C2C=CC=CC=2)C2C=CC=CC=2)C=CC=CC=1.CCOC(/N=N/C(OCC)=O)=O.[CH3:32][O:33][C:34](=[O:45])[C:35]1[CH:40]=[C:39](O)[CH:38]=[C:37]([O:42][CH2:43][CH3:44])[CH:36]=1.[O:46]1[CH2:51][CH2:50][CH:49]([OH:52])[CH2:48][CH2:47]1. Product: [CH3:32][O:33][C:34](=[O:45])[C:35]1[CH:40]=[C:39]([O:52][CH:49]2[CH2:50][CH2:51][O:46][CH2:47][CH2:48]2)[CH:38]=[C:37]([O:42][CH2:43][CH3:44])[CH:36]=1. The catalyst class is: 1. (5) Reactant: [NH2:1][C:2]1[S:3][C:4]([CH2:12][CH2:13][CH2:14][O:15][C:16](=[O:18])[CH3:17])=[CH:5][C:6]=1[C:7](OCC)=[O:8].C([O-])(=O)C.[NH4+].[CH:24]([NH2:26])=O. Product: [C:16]([O:15][CH2:14][CH2:13][CH2:12][C:4]1[S:3][C:2]2[N:1]=[CH:24][NH:26][C:7](=[O:8])[C:6]=2[CH:5]=1)(=[O:18])[CH3:17]. The catalyst class is: 6. (6) Reactant: [C:1]([NH:9][NH2:10])(=O)[C:2]1[CH:7]=[CH:6][N:5]=[CH:4][CH:3]=1.[CH2:11]([N:13]=[C:14]=[S:15])[CH3:12].O.C([O-])([O-])=O.[K+].[K+]. Product: [CH2:11]([N:13]1[C:1]([C:2]2[CH:7]=[CH:6][N:5]=[CH:4][CH:3]=2)=[N:9][N:10]=[C:14]1[SH:15])[CH3:12]. The catalyst class is: 357.